Dataset: Forward reaction prediction with 1.9M reactions from USPTO patents (1976-2016). Task: Predict the product of the given reaction. (1) Given the reactants C(OC([NH:8][C:9]1([C:12]2[NH:13][C:14]([C:22]3[C:31]([F:32])=[CH:30][CH:29]=[C:28]4[C:23]=3[N:24]=[C:25]([NH:34][C:35]([CH3:38])([CH3:37])[CH3:36])[C:26]([CH3:33])=[N:27]4)=[CH:15][C:16]=2[C:17]([O:19]CC)=[O:18])[CH2:11][CH2:10]1)=O)(C)(C)C.[ClH:39], predict the reaction product. The product is: [ClH:39].[NH2:8][C:9]1([C:12]2[NH:13][C:14]([C:22]3[C:31]([F:32])=[CH:30][CH:29]=[C:28]4[C:23]=3[N:24]=[C:25]([NH:34][C:35]([CH3:38])([CH3:37])[CH3:36])[C:26]([CH3:33])=[N:27]4)=[CH:15][C:16]=2[C:17]([OH:19])=[O:18])[CH2:10][CH2:11]1. (2) Given the reactants [CH3:1][O:2][C:3]1[CH:8]=[CH:7][C:6]([C:9]2[O:10][C:11]3[C:12](=[C:14]([C:18]([OH:20])=O)[CH:15]=[CH:16][CH:17]=3)[N:13]=2)=[CH:5][CH:4]=1.Cl.Cl.[NH2:23][CH:24]1[CH:29]2[CH2:30][CH2:31][N:26]([CH2:27][CH2:28]2)[CH2:25]1, predict the reaction product. The product is: [N:26]12[CH2:31][CH2:30][CH:29]([CH2:28][CH2:27]1)[CH:24]([NH:23][C:18]([C:14]1[CH:15]=[CH:16][CH:17]=[C:11]3[O:10][C:9]([C:6]4[CH:5]=[CH:4][C:3]([O:2][CH3:1])=[CH:8][CH:7]=4)=[N:13][C:12]=13)=[O:20])[CH2:25]2. (3) Given the reactants [Br:1][C:2]1[CH:3]=[CH:4][C:5]([Cl:9])=[C:6]([CH:8]=1)[NH2:7].C(N(C(C)C)CC)(C)C.[C:19](Cl)(=[O:22])[CH:20]=[CH2:21], predict the reaction product. The product is: [Br:1][C:2]1[CH:3]=[CH:4][C:5]([Cl:9])=[C:6]([NH:7][C:19](=[O:22])[CH:20]=[CH2:21])[CH:8]=1. (4) Given the reactants [C:1]([C:3]1[CH:4]=[C:5]([CH:16]=[CH:17][CH:18]=1)[CH2:6][NH:7][CH2:8][C:9]([O:11][C:12]([CH3:15])([CH3:14])[CH3:13])=[O:10])#[N:2].[C:19](O[C:19]([O:21][C:22]([CH3:25])([CH3:24])[CH3:23])=[O:20])([O:21][C:22]([CH3:25])([CH3:24])[CH3:23])=[O:20], predict the reaction product. The product is: [C:12]([O:11][C:9](=[O:10])[CH2:8][N:7]([C:19]([O:21][C:22]([CH3:25])([CH3:24])[CH3:23])=[O:20])[CH2:6][C:5]1[CH:16]=[CH:17][CH:18]=[C:3]([C:1]#[N:2])[CH:4]=1)([CH3:14])([CH3:13])[CH3:15]. (5) Given the reactants C(O[BH-](OC(=O)C)OC(=O)C)(=O)C.[Na+].[CH:15]([C:17]1[N:18]=[C:19]([NH:22][C:23]([C:25]2[C:26]3[N:27]=[CH:28][CH:29]=[N:30][C:31]=3[C:32]([C:35]3[C:40]([F:41])=[C:39]([O:42][CH3:43])[CH:38]=[C:37]([O:44][CH3:45])[C:36]=3[F:46])=[CH:33][CH:34]=2)=[O:24])[NH:20][CH:21]=1)=O.[CH3:47][NH2:48], predict the reaction product. The product is: [CH3:47][NH:48][CH2:15][C:17]1[N:18]=[C:19]([NH:22][C:23]([C:25]2[C:26]3[N:27]=[CH:28][CH:29]=[N:30][C:31]=3[C:32]([C:35]3[C:36]([F:46])=[C:37]([O:44][CH3:45])[CH:38]=[C:39]([O:42][CH3:43])[C:40]=3[F:41])=[CH:33][CH:34]=2)=[O:24])[NH:20][CH:21]=1.